This data is from Forward reaction prediction with 1.9M reactions from USPTO patents (1976-2016). The task is: Predict the product of the given reaction. Given the reactants [Cl:1][C:2]1[CH:9]=[CH:8][C:7]([C:10]2[C:14]3[CH2:15][N:16]([S:19]([CH3:22])(=[O:21])=[O:20])[CH2:17][CH2:18][C:13]=3[N:12]([CH2:23][CH2:24][CH:25]3OCCO3)[N:11]=2)=[CH:6][C:3]=1[C:4]#[N:5].Cl[C:31]1[CH:38]=[CH:37][C:36](C2C3CN(S(C)(=O)=O)CCC=3NN=2)=[CH:35][C:32]=1[C:33]#N.C([O-])([O-])=[O:53].[Cs+].[Cs+].Br[CH2:59][CH2:60][CH:61]1OCCO1.[CH3:66][N:67](C=O)C, predict the reaction product. The product is: [Cl:1][C:2]1[CH:9]=[CH:8][C:7]([C:10]2[C:14]3[CH2:15][N:16]([S:19]([CH3:22])(=[O:21])=[O:20])[CH2:17][CH2:18][C:13]=3[N:12]([CH2:23][CH2:24][CH2:25][N:67]3[CH2:59][CH2:60][CH2:61][CH2:66]3)[N:11]=2)=[CH:6][C:3]=1[CH2:4][NH:5][C:33](=[O:53])[C:32]1[CH:31]=[CH:38][CH:37]=[CH:36][CH:35]=1.